From a dataset of Forward reaction prediction with 1.9M reactions from USPTO patents (1976-2016). Predict the product of the given reaction. (1) The product is: [Cl:1][C:2]1[CH:11]=[CH:10][C:9]2[CH2:8][CH2:7][C:6]3[C:12](=[O:17])[NH:13][NH:18][C:5]=3[C:4]=2[N:3]=1. Given the reactants [Cl:1][C:2]1[CH:11]=[CH:10][C:9]2[CH2:8][CH2:7]/[C:6](=[CH:12]\[N:13](C)C)/[C:5](=O)[C:4]=2[N:3]=1.[OH2:17].[NH2:18]N, predict the reaction product. (2) Given the reactants [CH:1]1[C:9]2[C:8]3[CH2:10][CH2:11][CH2:12][CH2:13][CH2:14][C:7]=3[O:6][C:5]=2[CH:4]=[CH:3][C:2]=1[NH2:15].[CH3:16][C:17]([CH3:22])([CH3:21])[C:18](Cl)=[O:19], predict the reaction product. The product is: [CH3:16][C:17]([CH3:22])([CH3:21])[C:18]([NH:15][C:2]1[CH:3]=[CH:4][C:5]2[O:6][C:7]3[CH2:14][CH2:13][CH2:12][CH2:11][CH2:10][C:8]=3[C:9]=2[CH:1]=1)=[O:19]. (3) Given the reactants [F:1][C:2]1[C:10]([CH3:11])=[CH:9][CH:8]=[CH:7][C:3]=1[C:4]([OH:6])=[O:5].S(=O)(=O)(O)O.[CH3:17]O, predict the reaction product. The product is: [F:1][C:2]1[C:10]([CH3:11])=[CH:9][CH:8]=[CH:7][C:3]=1[C:4]([O:6][CH3:17])=[O:5]. (4) Given the reactants [Cl:1][C:2]1[C:3]([F:42])=[C:4]([C@@H:8]2[C@:12]([C:15]3[CH:20]=[CH:19][C:18]([Cl:21])=[CH:17][C:16]=3[F:22])([C:13]#[N:14])[C@H:11]([CH2:23][C:24]([CH3:27])([CH3:26])[CH3:25])[NH:10][C@H:9]2[C:28]([NH:30][C:31]2[CH:39]=[CH:38][C:34]([C:35]([OH:37])=[O:36])=[CH:33][C:32]=2[O:40][CH3:41])=[O:29])[CH:5]=[CH:6][CH:7]=1.Cl.Cl[CH2:45][C:46]([N:48]1[CH2:53][CH2:52][N:51]([CH3:54])[CH2:50][CH2:49]1)=[O:47].C(=O)([O-])[O-].[Cs+].[Cs+].CN(C)C=O, predict the reaction product. The product is: [ClH:1].[CH3:54][N:51]1[CH2:52][CH2:53][N:48]([C:46](=[O:47])[CH2:45][O:36][C:35](=[O:37])[C:34]2[CH:38]=[CH:39][C:31]([NH:30][C:28]([C@H:9]3[C@H:8]([C:4]4[CH:5]=[CH:6][CH:7]=[C:2]([Cl:1])[C:3]=4[F:42])[C@:12]([C:15]4[CH:20]=[CH:19][C:18]([Cl:21])=[CH:17][C:16]=4[F:22])([C:13]#[N:14])[C@H:11]([CH2:23][C:24]([CH3:26])([CH3:27])[CH3:25])[NH:10]3)=[O:29])=[C:32]([O:40][CH3:41])[CH:33]=2)[CH2:49][CH2:50]1. (5) Given the reactants Cl[C:2](=[O:7])[C:3]([O:5][CH3:6])=[O:4].Cl.[O:9]([CH2:16][CH2:17][CH2:18][NH2:19])[C:10]1[CH:15]=[CH:14][CH:13]=[CH:12][CH:11]=1.N1C=CC=CC=1.O, predict the reaction product. The product is: [O:7]=[C:2]([NH:19][CH2:18][CH2:17][CH2:16][O:9][C:10]1[CH:15]=[CH:14][CH:13]=[CH:12][CH:11]=1)[C:3]([O:5][CH3:6])=[O:4]. (6) The product is: [O:13]1[CH2:14][CH2:15][CH:10]([C@@H:8]([NH2:7])[CH3:9])[CH2:11][CH2:12]1. Given the reactants CC([S@]([NH:7][CH:8]([CH:10]1[CH2:15][CH2:14][O:13][CH2:12][CH2:11]1)[CH3:9])=O)(C)C.Cl.O1CCOCC1, predict the reaction product. (7) Given the reactants C([O:5][C:6](=O)[CH2:7][C:8]1([OH:20])[CH2:17][CH:16]2[CH2:18][CH2:19][CH:9]1[C:10]1[C:15]2=[CH:14][CH:13]=[CH:12][CH:11]=1)(C)(C)C.[H-].[H-].[H-].[H-].[Li+].[Al+3], predict the reaction product. The product is: [OH:5][CH2:6][CH2:7][C:8]1([OH:20])[CH2:17][CH:16]2[CH2:18][CH2:19][CH:9]1[C:10]1[C:15]2=[CH:14][CH:13]=[CH:12][CH:11]=1. (8) Given the reactants C[O:2][C:3]1[CH:9]=[CH:8][C:7]([S:10]([CH3:13])(=[O:12])=[O:11])=[CH:6][C:4]=1[NH2:5].B(Br)(Br)Br, predict the reaction product. The product is: [CH3:13][S:10]([C:7]1[CH:8]=[CH:9][C:3]([OH:2])=[C:4]([NH2:5])[CH:6]=1)(=[O:11])=[O:12].